Dataset: Catalyst prediction with 721,799 reactions and 888 catalyst types from USPTO. Task: Predict which catalyst facilitates the given reaction. (1) Reactant: F[C:2]1[CH:13]=[CH:12][C:5]([C:6]([O:8]C(C)C)=[O:7])=[C:4]([C:14]([F:17])([F:16])[F:15])[CH:3]=1.CN1CCN(C)C1=O.[F:26][C@H:27]([CH3:30])[CH2:28][OH:29].C(=O)([O-])[O-].[Cs+].[Cs+]. Product: [F:26][C@H:27]([CH3:30])[CH2:28][O:29][C:2]1[CH:13]=[CH:12][C:5]([C:6]([OH:8])=[O:7])=[C:4]([C:14]([F:15])([F:16])[F:17])[CH:3]=1. The catalyst class is: 226. (2) The catalyst class is: 2. Reactant: [N:1]1[CH:6]=[CH:5][CH:4]=[CH:3][C:2]=1[C:7]([OH:9])=O.CCN=C=NCCCN(C)C.C1C=CC2N(O)N=NC=2C=1.CCN(CC)CC.[NH2:38][CH:39]1[CH2:44][N:43]([S:45]([C:48]2[CH:54]=[CH:53][C:51]([CH3:52])=[CH:50][CH:49]=2)(=[O:47])=[O:46])[CH2:42][C:41]([CH3:56])([CH3:55])[CH:40]1[OH:57]. Product: [OH:57][CH:40]1[C:41]([CH3:56])([CH3:55])[CH2:42][N:43]([S:45]([C:48]2[CH:54]=[CH:53][C:51]([CH3:52])=[CH:50][CH:49]=2)(=[O:47])=[O:46])[CH2:44][CH:39]1[NH:38][C:7](=[O:9])[C:2]1[CH:3]=[CH:4][CH:5]=[CH:6][N:1]=1. (3) Product: [CH2:23]([NH:1][C:2]1[CH:7]=[CH:6][C:5]([Cl:8])=[CH:4][C:3]=1[C:9]([C:11]1[CH:12]=[CH:13][CH:14]=[CH:15][CH:16]=1)=[O:10])[C:24]1[CH:29]=[CH:28][CH:27]=[CH:26][CH:25]=1. The catalyst class is: 10. Reactant: [NH2:1][C:2]1[CH:7]=[CH:6][C:5]([Cl:8])=[CH:4][C:3]=1[C:9]([C:11]1[CH:16]=[CH:15][CH:14]=[CH:13][CH:12]=1)=[O:10].C(=O)([O-])[O-].[Cs+].[Cs+].[CH2:23](Br)[C:24]1[CH:29]=[CH:28][CH:27]=[CH:26][CH:25]=1. (4) The catalyst class is: 38. Reactant: [C:1]([O:5][C:6]([C:8]1[CH:13]=[CH:12][CH:11]=[CH:10][C:9]=1[C:14]1[CH:19]=[CH:18][C:17]([CH2:20][N:21]2[C:29]3[C:24](=[CH:25][C:26]([C:30]([O:32]C)=[O:31])=[CH:27][CH:28]=3)[C:23]([CH3:34])=[N:22]2)=[CH:16][CH:15]=1)=[O:7])([CH3:4])([CH3:3])[CH3:2].CO.[OH-].[Li+].Cl. Product: [C:1]([O:5][C:6]([C:8]1[CH:13]=[CH:12][CH:11]=[CH:10][C:9]=1[C:14]1[CH:19]=[CH:18][C:17]([CH2:20][N:21]2[C:29]3[C:24](=[CH:25][C:26]([C:30]([OH:32])=[O:31])=[CH:27][CH:28]=3)[C:23]([CH3:34])=[N:22]2)=[CH:16][CH:15]=1)=[O:7])([CH3:4])([CH3:3])[CH3:2]. (5) Reactant: [C:1]1([C:11]2[CH2:15][CH2:14][C:13](=[O:16])[CH:12]=2)[C:10]2[C:5](=[CH:6][CH:7]=[CH:8][CH:9]=2)[CH:4]=[CH:3][CH:2]=1.[Cl-].[Cl-].[Cl-].[Ce+3].[BH4-].[Na+]. Product: [C:1]1([C:11]2[CH2:15][CH2:14][CH:13]([OH:16])[CH:12]=2)[C:10]2[C:5](=[CH:6][CH:7]=[CH:8][CH:9]=2)[CH:4]=[CH:3][CH:2]=1. The catalyst class is: 8.